This data is from Peptide-MHC class II binding affinity with 134,281 pairs from IEDB. The task is: Regression. Given a peptide amino acid sequence and an MHC pseudo amino acid sequence, predict their binding affinity value. This is MHC class II binding data. (1) The peptide sequence is PSPIGYLGLLSQRTR. The MHC is DRB1_0101 with pseudo-sequence DRB1_0101. The binding affinity (normalized) is 1.00. (2) The peptide sequence is EGRRAKLRSAGEVEI. The MHC is DRB1_0301 with pseudo-sequence DRB1_0301. The binding affinity (normalized) is 0.127. (3) The peptide sequence is RFDTNGDGKISLSEL. The MHC is HLA-DQA10301-DQB10302 with pseudo-sequence HLA-DQA10301-DQB10302. The binding affinity (normalized) is 0.372. (4) The peptide sequence is PQLTKNAGVLTCSLS. The MHC is DRB1_1101 with pseudo-sequence DRB1_1101. The binding affinity (normalized) is 0.393.